From a dataset of Experimentally validated miRNA-target interactions with 360,000+ pairs, plus equal number of negative samples. Binary Classification. Given a miRNA mature sequence and a target amino acid sequence, predict their likelihood of interaction. (1) The miRNA is mmu-miR-466k with sequence UGUGUGUGUACAUGUACAUGUGA. The protein sequence of the target gene is MEIRQHEWLSASPHEGFEQMRLKSRPKEPSPSLTRVGANFYSSVKQQDYSASVWLRRKDKLEHSQQKCIVIFALVCCFAVLVALIFSAVDIMGEDEDGLSEKNCQNKCRIALVENIPEGLNYSEDAPFHLPLFQGWMNLLNMAKKSVDIVSSHWDLNHTHPAACQGQRLFEKLLQLTSQNIEVKLVSDVTADSKVLEALKLKGAEVTYMNMTAYNKGRLQSSFWIVDKQHVYIGSAGLDWRSLGQMKELGVIFYNCSCLVLDLQRIFALYSSLKFKSRVPQTWSKRLYGVYDNEKKLQLQ.... Result: 1 (interaction). (2) The miRNA is hsa-miR-6134 with sequence UGAGGUGGUAGGAUGUAGA. The protein sequence of the target gene is MSTQRLRNEDYHDYSSTDVSPEESPSEGLNNLSSPGSYQRFGQSNSTTWFQTLIHLLKGNIGTGLLGLPLAVKNAGIVMGPISLLIIGIVAVHCMGILVKCAHHFCRRLNKSFVDYGDTVMYGLESSPCSWLRNHAHWGRRVVDFFLIVTQLGFCCVYFVFLADNFKQVIEAANGTTNNCHNNETVILTPTMDSRLYMLSFLPFLVLLVFIRNLRALSIFSLLANITMLVSLVMIYQFIVQRIPDPSHLPLVAPWKTYPLFFGTAIFSFEGIGMVLPLENKMKDPRKFPLILYLGMVIVT.... Result: 0 (no interaction).